This data is from Peptide-MHC class I binding affinity with 185,985 pairs from IEDB/IMGT. The task is: Regression. Given a peptide amino acid sequence and an MHC pseudo amino acid sequence, predict their binding affinity value. This is MHC class I binding data. (1) The peptide sequence is HMMKDEPVV. The MHC is HLA-B15:01 with pseudo-sequence HLA-B15:01. The binding affinity (normalized) is 0.557. (2) The peptide sequence is YPASLHKFF. The MHC is HLA-A30:01 with pseudo-sequence HLA-A30:01. The binding affinity (normalized) is 0.0847. (3) The peptide sequence is YNAELLVLL. The MHC is HLA-A02:01 with pseudo-sequence HLA-A02:01. The binding affinity (normalized) is 0.407. (4) The peptide sequence is TMDVYVMIL. The MHC is HLA-B15:09 with pseudo-sequence HLA-B15:09. The binding affinity (normalized) is 0.450. (5) The peptide sequence is AEMRAYHGF. The binding affinity (normalized) is 0.0847. The MHC is HLA-B07:02 with pseudo-sequence HLA-B07:02. (6) The MHC is HLA-A02:12 with pseudo-sequence HLA-A02:12. The binding affinity (normalized) is 0.0847. The peptide sequence is FSLPSSSSY. (7) The peptide sequence is STDFKMAVEV. The MHC is HLA-A02:03 with pseudo-sequence HLA-A02:03. The binding affinity (normalized) is 0.337.